This data is from Reaction yield outcomes from USPTO patents with 853,638 reactions. The task is: Predict the reaction yield, written as a fraction of the theoretical maximum amount of product (1.0 means a 100% yield; for example, 0.34 means a 34% yield). The reactants are [CH:1]1([Mg]Br)[CH2:3][CH2:2]1.[Cl:6][C:7]1[CH:8]=[CH:9][C:10]([C:28]([O:30]C)=O)=[C:11]2[C:15]=1[N:14]=[C:13]1[N:16]([C:20]3[CH:25]=[CH:24][C:23]([Cl:26])=[CH:22][C:21]=3[Cl:27])[CH2:17][CH2:18][CH2:19][N:12]21.O1[CH2:36][CH2:35][CH2:34]C1. No catalyst specified. The product is [Cl:6][C:7]1[C:15]2[N:14]=[C:13]3[N:16]([C:20]4[CH:25]=[CH:24][C:23]([Cl:26])=[CH:22][C:21]=4[Cl:27])[CH2:17][CH2:18][CH2:19][N:12]3[C:11]=2[C:10]([C:28]([CH:34]2[CH2:35][CH2:36]2)([CH:1]2[CH2:3][CH2:2]2)[OH:30])=[CH:9][CH:8]=1. The yield is 0.710.